From a dataset of Catalyst prediction with 721,799 reactions and 888 catalyst types from USPTO. Predict which catalyst facilitates the given reaction. (1) Reactant: [C:1]1([CH2:7][CH2:8][C:9]([N:11]2[CH2:16][CH2:15][CH:14]([CH2:17][N:18]3[C:26]4[C:21](=[CH:22][C:23]([C:27]5[CH:28]=[N:29][N:30](C6CCCCO6)[CH:31]=5)=[CH:24][CH:25]=4)[CH:20]=[CH:19]3)[CH2:13][CH2:12]2)=[O:10])[CH:6]=[CH:5][CH:4]=[CH:3][CH:2]=1.[BH3-]C#N.[Na+].Cl.CO.ClCCl. Product: [NH:29]1[CH:28]=[C:27]([C:23]2[CH:22]=[C:21]3[C:26](=[CH:25][CH:24]=2)[N:18]([CH2:17][CH:14]2[CH2:15][CH2:16][N:11]([C:9](=[O:10])[CH2:8][CH2:7][C:1]4[CH:2]=[CH:3][CH:4]=[CH:5][CH:6]=4)[CH2:12][CH2:13]2)[CH2:19][CH2:20]3)[CH:31]=[N:30]1. The catalyst class is: 14. (2) Reactant: [C:1]([C:5]([NH:7][C:8]1[CH:13]=[CH:12][CH:11]=[C:10]([C:14]2[CH:19]=[CH:18][C:17]([CH3:20])=[CH:16][C:15]=2[F:21])[N:9]=1)=[O:6])([CH3:4])([CH3:3])[CH3:2].[Br:22]N1C(=O)CCC1=O. Product: [C:1]([C:5]([NH:7][C:8]1[CH:13]=[CH:12][CH:11]=[C:10]([C:14]2[CH:19]=[CH:18][C:17]([CH2:20][Br:22])=[CH:16][C:15]=2[F:21])[N:9]=1)=[O:6])([CH3:4])([CH3:3])[CH3:2]. The catalyst class is: 53. (3) Reactant: [CH3:1][O:2][C:3](=[O:17])[C:4]1[CH:9]=[C:8]([CH3:10])[C:7]([O:11]COC)=[C:6]([O:15][CH3:16])[CH:5]=1.Cl. Product: [CH3:1][O:2][C:3](=[O:17])[C:4]1[CH:9]=[C:8]([CH3:10])[C:7]([OH:11])=[C:6]([O:15][CH3:16])[CH:5]=1. The catalyst class is: 56.